From a dataset of Forward reaction prediction with 1.9M reactions from USPTO patents (1976-2016). Predict the product of the given reaction. (1) Given the reactants [F:1][C:2]1[C:3](I)=[C:4]([C:9]([CH3:12])=[CH:10][CH:11]=1)[C:5]([O:7][CH3:8])=[O:6].[Cu][C:15]#[N:16].CCCCCC.C(OCC)(=O)C, predict the reaction product. The product is: [C:15]([C:3]1[C:2]([F:1])=[CH:11][CH:10]=[C:9]([CH3:12])[C:4]=1[C:5]([O:7][CH3:8])=[O:6])#[N:16]. (2) Given the reactants C(=O)=O.[OH-].[Na+].[CH:6]1([P:12](=O)([CH:19]2[CH2:24][CH2:23][CH2:22][CH2:21][CH2:20]2)[CH:13]2[CH2:18][CH2:17][CH2:16][CH2:15][CH2:14]2)[CH2:11][CH2:10][CH2:9][CH2:8][CH2:7]1.C(Cl)([Cl:28])=O, predict the reaction product. The product is: [ClH:28].[CH:19]1([P:12]([CH:6]2[CH2:7][CH2:8][CH2:9][CH2:10][CH2:11]2)[CH:13]2[CH2:18][CH2:17][CH2:16][CH2:15][CH2:14]2)[CH2:20][CH2:21][CH2:22][CH2:23][CH2:24]1. (3) Given the reactants [Cl:1][C:2]1[CH:3]=[C:4]([N:8]2[CH2:13][CH2:12][N:11]([C:14]([C:16]3[N:17]([C:22]4[CH:27]=[CH:26][CH:25]=[CH:24][CH:23]=4)[N:18]=[C:19]([CH3:21])[CH:20]=3)=[O:15])[CH2:10][CH2:9]2)[CH:5]=[CH:6][CH:7]=1.N1(C2C=[C:36]([CH:40]([OH:42])C)C=CC=2)CCNCC1, predict the reaction product. The product is: [ClH:1].[OH:42][CH:40]([C:2]1[CH:3]=[C:4]([N:8]2[CH2:9][CH2:10][N:11]([C:14]([C:16]3[N:17]([C:22]4[CH:27]=[CH:26][CH:25]=[CH:24][CH:23]=4)[N:18]=[C:19]([CH3:21])[CH:20]=3)=[O:15])[CH2:12][CH2:13]2)[CH:5]=[CH:6][CH:7]=1)[CH3:36].